The task is: Predict the product of the given reaction.. This data is from Forward reaction prediction with 1.9M reactions from USPTO patents (1976-2016). (1) Given the reactants [CH3:1][O:2][C:3]1[CH:4]=[C:5]([CH:26]=[CH:27][C:28]=1[O:29][CH3:30])[CH2:6][N:7]1[CH:16]=[C:15]([C:17](O)=[O:18])[C:14]2[N:13]=[C:12]3[C:20]([CH3:24])=[CH:21][CH:22]=[CH:23][C:11]3=[CH:10][C:9]=2[C:8]1=[O:25].[CH:31]1[N:35]=[CH:34][N:33]([C:36](N2C=NC=C2)=O)[CH:32]=1, predict the reaction product. The product is: [CH3:34][N:33]([CH3:36])[CH2:32][CH2:31][NH:35][C:17]([C:15]1[C:14]2[N:13]=[C:12]3[C:20]([CH3:24])=[CH:21][CH:22]=[CH:23][C:11]3=[CH:10][C:9]=2[C:8](=[O:25])[N:7]([CH2:6][C:5]2[CH:26]=[CH:27][C:28]([O:29][CH3:30])=[C:3]([O:2][CH3:1])[CH:4]=2)[CH:16]=1)=[O:18]. (2) Given the reactants Cl[C:2]1[N:3]=[C:4]([NH:18][CH3:19])[C:5]2[N:6]=[C:7]([NH:14][CH2:15][CH2:16][CH3:17])[N:8]=[C:9]([NH:12][CH3:13])[C:10]=2[N:11]=1.[CH2:20]1[O:29][C:23]2([CH2:28][CH2:27][NH:26][CH2:25][CH2:24]2)[O:22][CH2:21]1.C([O-])(O)=O.[Na+], predict the reaction product. The product is: [O:22]1[C:23]2([CH2:28][CH2:27][N:26]([C:2]3[N:3]=[C:4]([NH:18][CH3:19])[C:5]4[N:6]=[C:7]([NH:14][CH2:15][CH2:16][CH3:17])[N:8]=[C:9]([NH:12][CH3:13])[C:10]=4[N:11]=3)[CH2:25][CH2:24]2)[O:29][CH2:20][CH2:21]1.